This data is from Catalyst prediction with 721,799 reactions and 888 catalyst types from USPTO. The task is: Predict which catalyst facilitates the given reaction. (1) Reactant: [CH3:1][C:2]1[CH:7]=[CH:6][C:5]([S:8]([N:11]2[CH:15]=[CH:14][CH:13]=[N:12]2)(=[O:10])=[O:9])=[CH:4][CH:3]=1.C([Li])(C)(C)C.[CH2:21]([CH:23]([CH2:26][CH3:27])[CH:24]=[O:25])[CH3:22]. Product: [CH2:21]([CH:23]([CH2:26][CH3:27])[CH:24]([C:15]1[N:11]([S:8]([C:5]2[CH:6]=[CH:7][C:2]([CH3:1])=[CH:3][CH:4]=2)(=[O:10])=[O:9])[N:12]=[CH:13][CH:14]=1)[OH:25])[CH3:22]. The catalyst class is: 1. (2) Reactant: CO.[NH3:3].[C:4]([NH:7][CH2:8][C:9]1[CH:14]=[C:13]([F:15])[CH:12]=[CH:11][C:10]=1[S:16](Cl)(=[O:18])=[O:17])(=[O:6])[CH3:5]. Product: [F:15][C:13]1[CH:12]=[CH:11][C:10]([S:16](=[O:18])(=[O:17])[NH2:3])=[C:9]([CH:14]=1)[CH2:8][NH:7][C:4](=[O:6])[CH3:5]. The catalyst class is: 111. (3) Reactant: C[Sn](C)C.C[Sn](C)C.[Cl:9][C:10]1[CH:11]=[CH:12][C:13](Br)=[N:14][CH:15]=1.Br[C:18]1[O:22][C:21]([C:23]2[CH:24]=[C:25]([CH:28]=[CH:29][CH:30]=2)[C:26]#[N:27])=[CH:20][CH:19]=1. Product: [Cl:9][C:10]1[CH:11]=[CH:12][C:13]([C:18]2[O:22][C:21]([C:23]3[CH:24]=[C:25]([CH:28]=[CH:29][CH:30]=3)[C:26]#[N:27])=[CH:20][CH:19]=2)=[N:14][CH:15]=1. The catalyst class is: 73. (4) Reactant: [N:1]1([CH2:7][CH2:8][CH2:9][O:10][C:11]2[CH:16]=[CH:15][C:14]([CH2:17][C:18](=O)[CH2:19][C:20]#[N:21])=[CH:13][CH:12]=2)[CH2:6][CH2:5][O:4][CH2:3][CH2:2]1.NC1C=C[NH:26][N:25]=1.NN. Product: [N:1]1([CH2:7][CH2:8][CH2:9][O:10][C:11]2[CH:16]=[CH:15][C:14]([CH2:17][C:18]3[CH:19]=[C:20]([NH2:21])[NH:25][N:26]=3)=[CH:13][CH:12]=2)[CH2:6][CH2:5][O:4][CH2:3][CH2:2]1. The catalyst class is: 14. (5) Reactant: [C:1]([OH:9])(=O)[C:2]1[CH:7]=[CH:6][CH:5]=[N:4][CH:3]=1.C(N(CC)CC)C.C1(P([N:31]=[N+:32]=[N-:33])(C2C=CC=CC=2)=O)C=CC=CC=1. Product: [C:1]([N:31]=[N+:32]=[N-:33])(=[O:9])[C:2]1[CH:7]=[CH:6][CH:5]=[N:4][CH:3]=1. The catalyst class is: 9. (6) Reactant: N#N.[NH:3]1[C:7]2[CH:8]=[CH:9][CH:10]=[CH:11][C:6]=2[N:5]=[C:4]1[C@H:12]([NH:22][C:23](=[O:37])[NH:24][C@H:25]1[CH2:29][CH2:28][N:27](C(OC(C)(C)C)=O)[CH2:26]1)[CH2:13][C:14]1[CH:19]=[CH:18][C:17]([O:20][CH3:21])=[CH:16][CH:15]=1.FC(F)(F)S(O[Si](C(C)(C)C)(C)C)(=O)=O. Product: [NH:3]1[C:7]2[CH:8]=[CH:9][CH:10]=[CH:11][C:6]=2[N:5]=[C:4]1[C@H:12]([NH:22][C:23]([NH:24][C@H:25]1[CH2:29][CH2:28][NH:27][CH2:26]1)=[O:37])[CH2:13][C:14]1[CH:15]=[CH:16][C:17]([O:20][CH3:21])=[CH:18][CH:19]=1. The catalyst class is: 2. (7) Product: [OH:27][C@H:24]1[C:9]([CH3:11])([CH3:10])[CH2:5][N:6]([C:14]2[CH:21]=[CH:20][C:17]([C:18]#[N:19])=[C:16]([O:22][CH3:23])[CH:15]=2)[C@@H:7]1[CH3:8]. The catalyst class is: 16. Reactant: C1([C@]2(O)[CH2:8][CH2:7][NH:6][C@H:5]2[CH:9]([CH3:11])[CH3:10])CC1.F[C:14]1[CH:21]=[CH:20][C:17]([C:18]#[N:19])=[C:16]([O:22][CH3:23])[CH:15]=1.[C:24](=[O:27])([O-])[O-].[Li+].[Li+].O.